From a dataset of Tyrosyl-DNA phosphodiesterase HTS with 341,365 compounds. Binary Classification. Given a drug SMILES string, predict its activity (active/inactive) in a high-throughput screening assay against a specified biological target. (1) The molecule is O=C(NCc1ccc(OC)cc1)C1CCN(CC1)C(=O)c1ccc(cc1)c1ccccc1. The result is 0 (inactive). (2) The drug is O=c1n(nc(c2c1nn(c2C)c1ccc(cc1)C)C)CCCC(=O)NCc1c(OC)c(OC)ccc1. The result is 0 (inactive). (3) The result is 0 (inactive). The compound is S(=O)(=O)(N(Cc1ccccc1)CC(=O)Nc1ccc(C(C)C)cc1)c1ccc(cc1)C. (4) The drug is N(c1ncnc2c1[nH]c1c2cccc1)(CC)CC. The result is 0 (inactive). (5) The molecule is O(c1c(OC)cc(/C=C(\c2[nH]c3c(c(=O)n2)cccc3)C#N)cc1)CC. The result is 0 (inactive). (6) The drug is Brc1c(N\N=C2\C=CC(=O)C=C2)ccc(c1)C. The result is 0 (inactive).